Dataset: NCI-60 drug combinations with 297,098 pairs across 59 cell lines. Task: Regression. Given two drug SMILES strings and cell line genomic features, predict the synergy score measuring deviation from expected non-interaction effect. (1) Drug 1: CC(CN1CC(=O)NC(=O)C1)N2CC(=O)NC(=O)C2. Drug 2: C1CCC(CC1)NC(=O)N(CCCl)N=O. Cell line: DU-145. Synergy scores: CSS=16.0, Synergy_ZIP=-7.16, Synergy_Bliss=-1.42, Synergy_Loewe=-4.16, Synergy_HSA=-1.04. (2) Drug 1: C1CC(=O)NC(=O)C1N2CC3=C(C2=O)C=CC=C3N. Cell line: MCF7. Synergy scores: CSS=-2.29, Synergy_ZIP=-0.822, Synergy_Bliss=-3.62, Synergy_Loewe=-2.98, Synergy_HSA=-3.82. Drug 2: CN(C)N=NC1=C(NC=N1)C(=O)N. (3) Drug 1: CCCS(=O)(=O)NC1=C(C(=C(C=C1)F)C(=O)C2=CNC3=C2C=C(C=N3)C4=CC=C(C=C4)Cl)F. Drug 2: CC1=C(N=C(N=C1N)C(CC(=O)N)NCC(C(=O)N)N)C(=O)NC(C(C2=CN=CN2)OC3C(C(C(C(O3)CO)O)O)OC4C(C(C(C(O4)CO)O)OC(=O)N)O)C(=O)NC(C)C(C(C)C(=O)NC(C(C)O)C(=O)NCCC5=NC(=CS5)C6=NC(=CS6)C(=O)NCCC[S+](C)C)O. Cell line: CAKI-1. Synergy scores: CSS=13.3, Synergy_ZIP=-8.98, Synergy_Bliss=-11.4, Synergy_Loewe=-23.8, Synergy_HSA=-8.76. (4) Drug 1: COC1=C(C=C2C(=C1)N=CN=C2NC3=CC(=C(C=C3)F)Cl)OCCCN4CCOCC4. Drug 2: C1=NC(=NC(=O)N1C2C(C(C(O2)CO)O)O)N. Cell line: SK-MEL-28. Synergy scores: CSS=13.4, Synergy_ZIP=-1.26, Synergy_Bliss=4.67, Synergy_Loewe=0.888, Synergy_HSA=0.360.